From a dataset of NCI-60 drug combinations with 297,098 pairs across 59 cell lines. Regression. Given two drug SMILES strings and cell line genomic features, predict the synergy score measuring deviation from expected non-interaction effect. (1) Drug 1: CC1C(C(CC(O1)OC2CC(CC3=C2C(=C4C(=C3O)C(=O)C5=C(C4=O)C(=CC=C5)OC)O)(C(=O)C)O)N)O.Cl. Drug 2: C1=NNC2=C1C(=O)NC=N2. Cell line: LOX IMVI. Synergy scores: CSS=11.1, Synergy_ZIP=-11.9, Synergy_Bliss=-10.7, Synergy_Loewe=-7.97, Synergy_HSA=-6.78. (2) Drug 1: CC1C(C(=O)NC(C(=O)N2CCCC2C(=O)N(CC(=O)N(C(C(=O)O1)C(C)C)C)C)C(C)C)NC(=O)C3=C4C(=C(C=C3)C)OC5=C(C(=O)C(=C(C5=N4)C(=O)NC6C(OC(=O)C(N(C(=O)CN(C(=O)C7CCCN7C(=O)C(NC6=O)C(C)C)C)C)C(C)C)C)N)C. Drug 2: CC1=C(C=C(C=C1)C(=O)NC2=CC(=CC(=C2)C(F)(F)F)N3C=C(N=C3)C)NC4=NC=CC(=N4)C5=CN=CC=C5. Cell line: HOP-62. Synergy scores: CSS=24.2, Synergy_ZIP=3.96, Synergy_Bliss=8.26, Synergy_Loewe=6.96, Synergy_HSA=9.39.